Dataset: Catalyst prediction with 721,799 reactions and 888 catalyst types from USPTO. Task: Predict which catalyst facilitates the given reaction. (1) Reactant: [F:1][C:2]([F:15])([F:14])[C:3]1[CH:8]=[CH:7][C:6]([CH2:9][CH2:10][C:11](O)=[O:12])=[CH:5][CH:4]=1.B.CO.O. Product: [F:1][C:2]([F:14])([F:15])[C:3]1[CH:4]=[CH:5][C:6]([CH2:9][CH2:10][CH2:11][OH:12])=[CH:7][CH:8]=1. The catalyst class is: 1. (2) Reactant: [CH3:1][S:2][CH2:3][CH:4]1[CH2:7][N:6](C(OC(C)(C)C)=O)[CH2:5]1.[C:15]([OH:21])([C:17]([F:20])([F:19])[F:18])=[O:16]. Product: [CH3:1][S:2][CH2:3][CH:4]1[CH2:7][NH:6][CH2:5]1.[F:18][C:17]([F:20])([F:19])[C:15]([OH:21])=[O:16]. The catalyst class is: 2. (3) Reactant: [C:1]([O:5][C:6]([N:8]1[CH2:13][CH2:12][CH:11]([CH2:14]O)[CH:10]([NH:16][CH2:17][C:18]2[CH:23]=[CH:22][CH:21]=[CH:20][CH:19]=2)[CH2:9]1)=[O:7])([CH3:4])([CH3:3])[CH3:2].C(N(CC)CC)C.CS(Cl)(=O)=O.C([O-])([O-])=O.[Cs+].[Cs+]. Product: [C:1]([O:5][C:6]([N:8]1[CH2:13][CH2:12][CH:11]2[CH:10]([N:16]([CH2:17][C:18]3[CH:23]=[CH:22][CH:21]=[CH:20][CH:19]=3)[CH2:14]2)[CH2:9]1)=[O:7])([CH3:4])([CH3:3])[CH3:2]. The catalyst class is: 1.